Predict the reaction yield, written as a fraction of the theoretical maximum amount of product (1.0 means a 100% yield; for example, 0.34 means a 34% yield). From a dataset of Reaction yield outcomes from USPTO patents with 853,638 reactions. (1) The reactants are O[C:2]1[C:7]2[C@@:8]3(O)[C@@:21]([O:25][CH3:26])([C@H:22](O)[CH2:23][C:6]=2[CH:5]=[C:4]([CH3:46])[C:3]=1[C:47]([O:49]C)=[O:48])[C:20](=[O:27])[C:19]1[C:10](=[CH:11][C:12]2[C:13](=[O:43])[C:14](NC4C(OC)C(O)C(OC)C(C)O4)=[CH:15][C:16](=[O:29])[C:17]=2[C:18]=1O)[C:9]3=[O:44].[Cl-].[Li+]. The catalyst is CS(C)=O. The product is [CH3:26][O:25][C:21]12[C:20](=[O:27])[C:19]3[C:10](=[CH:11][C:12]4[C:13](=[O:43])[CH:14]=[CH:15][C:16](=[O:29])[C:17]=4[CH:18]=3)[C:9](=[O:44])[CH:8]1[C:7]1[CH:2]=[C:3]([C:47]([OH:49])=[O:48])[C:4]([CH3:46])=[CH:5][C:6]=1[CH2:23][CH2:22]2. The yield is 0.125. (2) The reactants are [Br:1][C:2]1[N:7]=[C:6]([NH:8][CH2:9][C:10]2[C:15]([CH3:16])=[CH:14][CH:13]=[CH:12][C:11]=2[CH2:17][CH3:18])[C:5]2[N:19]=[C:20]([CH3:22])[NH:21][C:4]=2[CH:3]=1.[H-].[Na+].Cl[CH2:26][O:27][CH2:28][C:29]1[CH:34]=[CH:33][CH:32]=[CH:31][CH:30]=1.C(=O)(O)[O-].[Na+]. The catalyst is CN(C)C=O. The product is [CH2:28]([O:27][CH2:26][N:21]1[C:4]2[CH:3]=[C:2]([Br:1])[N:7]=[C:6]([NH:8][CH2:9][C:10]3[C:15]([CH3:16])=[CH:14][CH:13]=[CH:12][C:11]=3[CH2:17][CH3:18])[C:5]=2[N:19]=[C:20]1[CH3:22])[C:29]1[CH:34]=[CH:33][CH:32]=[CH:31][CH:30]=1. The yield is 0.470. (3) The reactants are [CH3:1][P:2]1(=[O:21])[CH2:7][CH2:6][N:5]([CH:8]2[CH2:13][CH2:12][N:11]([C:14](OC(C)(C)C)=O)[CH2:10][CH2:9]2)[CH2:4][CH2:3]1.FC(F)(F)C(O)=O.C(=O)([O-])[O-].[K+].[K+].FC1[CH:37]=[CH:38][C:39]([N+:44]([O-:46])=[O:45])=[C:40]([O:42][CH3:43])[CH:41]=1. The product is [CH3:43][O:42][C:40]1[CH:41]=[C:14]([N:11]2[CH2:10][CH2:9][CH:8]([N:5]3[CH2:4][CH2:3][P:2](=[O:21])([CH3:1])[CH2:7][CH2:6]3)[CH2:13][CH2:12]2)[CH:37]=[CH:38][C:39]=1[N+:44]([O-:46])=[O:45]. The yield is 0.860. The catalyst is C(Cl)Cl. (4) The reactants are Cl[C:2]1[N:7]=[C:6]([NH:8][C:9]([C:11]2([C:14]3[CH:24]=[CH:23][C:17]4[O:18][C:19]([F:22])([F:21])[O:20][C:16]=4[CH:15]=3)[CH2:13][CH2:12]2)=[O:10])[CH:5]=[C:4]([CH3:25])[CH:3]=1.[CH3:26][O:27][C:28]1[CH:33]=[C:32](B2OC(C)(C)C(C)(C)O2)[CH:31]=[CH:30][N:29]=1.C(=O)([O-])[O-].[Na+].[Na+]. The catalyst is COCCOC.ClCCl.C1C=CC([P]([Pd]([P](C2C=CC=CC=2)(C2C=CC=CC=2)C2C=CC=CC=2)([P](C2C=CC=CC=2)(C2C=CC=CC=2)C2C=CC=CC=2)[P](C2C=CC=CC=2)(C2C=CC=CC=2)C2C=CC=CC=2)(C2C=CC=CC=2)C2C=CC=CC=2)=CC=1. The product is [F:21][C:19]1([F:22])[O:18][C:17]2[CH:23]=[CH:24][C:14]([C:11]3([C:9]([NH:8][C:6]4[N:7]=[C:2]([C:32]5[CH:31]=[CH:30][N:29]=[C:28]([O:27][CH3:26])[CH:33]=5)[CH:3]=[C:4]([CH3:25])[CH:5]=4)=[O:10])[CH2:13][CH2:12]3)=[CH:15][C:16]=2[O:20]1. The yield is 0.350.